This data is from HIV replication inhibition screening data with 41,000+ compounds from the AIDS Antiviral Screen. The task is: Binary Classification. Given a drug SMILES string, predict its activity (active/inactive) in a high-throughput screening assay against a specified biological target. (1) The compound is COc1ccc2c3c1C(=O)CCC3CO2. The result is 0 (inactive). (2) The drug is CC12CC(Br)(Br)C(=O)C3C1CCCC32. The result is 0 (inactive). (3) The drug is N#CC(C#N)=Cc1cccc(Cl)c1. The result is 0 (inactive). (4) The drug is O=C1CC(CC(O)C2CCCC2O)CC(=O)N1. The result is 0 (inactive). (5) The molecule is COc1c(I)c(OC)c2c(c1I)OC1OCCC21. The result is 1 (active). (6) The drug is N#CC(NNC(=O)c1ccccc1O)c1cccc(O)c1. The result is 0 (inactive). (7) The molecule is CC(=O)n1[nH]c(=O)n(-c2ccccc2)c1=O. The result is 0 (inactive).